Dataset: Full USPTO retrosynthesis dataset with 1.9M reactions from patents (1976-2016). Task: Predict the reactants needed to synthesize the given product. (1) Given the product [CH:47]1([C:52]([NH:46][C:42]2[CH:43]=[CH:44][CH:45]=[C:40]([C:9]3[C:10]4[C:15](=[CH:14][CH:13]=[C:12]([C:16]5[N:20]=[CH:19][N:18]([C:21]([C:28]6[CH:33]=[CH:32][CH:31]=[CH:30][CH:29]=6)([C:22]6[CH:27]=[CH:26][CH:25]=[CH:24][CH:23]=6)[C:34]6[CH:35]=[CH:36][CH:37]=[CH:38][CH:39]=6)[N:17]=5)[CH:11]=4)[N:7]([CH:2]4[CH2:3][CH2:4][CH2:5][CH2:6][O:1]4)[N:8]=3)[CH:41]=2)=[O:53])[CH2:51][CH2:50][CH2:49][CH2:48]1, predict the reactants needed to synthesize it. The reactants are: [O:1]1[CH2:6][CH2:5][CH2:4][CH2:3][CH:2]1[N:7]1[C:15]2[C:10](=[CH:11][C:12]([C:16]3[N:20]=[CH:19][N:18]([C:21]([C:34]4[CH:39]=[CH:38][CH:37]=[CH:36][CH:35]=4)([C:28]4[CH:33]=[CH:32][CH:31]=[CH:30][CH:29]=4)[C:22]4[CH:27]=[CH:26][CH:25]=[CH:24][CH:23]=4)[N:17]=3)=[CH:13][CH:14]=2)[C:9]([C:40]2[CH:41]=[C:42]([NH2:46])[CH:43]=[CH:44][CH:45]=2)=[N:8]1.[CH:47]1([C:52](Cl)=[O:53])[CH2:51][CH2:50][CH2:49][CH2:48]1.C(N(CC)CC)C. (2) Given the product [NH2:24][C:5]1[C:4]([NH2:1])=[CH:22][C:8]([C:9]([NH:11][C@H:12]2[CH2:13][CH2:14][C@H:15]([C:18]([F:19])([F:20])[F:21])[CH2:16][CH2:17]2)=[O:10])=[C:7]([Cl:23])[CH:6]=1, predict the reactants needed to synthesize it. The reactants are: [N+:1]([C:4]1[C:5]([NH2:24])=[CH:6][C:7]([Cl:23])=[C:8]([CH:22]=1)[C:9]([NH:11][C@H:12]1[CH2:17][CH2:16][C@H:15]([C:18]([F:21])([F:20])[F:19])[CH2:14][CH2:13]1)=[O:10])([O-])=O. (3) Given the product [CH2:12]([N:19]1[CH2:28][CH2:27][C:26]2[C:21](=[N:22][C:23]([NH:4][CH:1]3[CH2:3][CH2:2]3)=[C:24]([N:29]3[CH2:34][CH2:33][CH:32]([CH:35]([C:37]4[CH:42]=[CH:41][C:40]([F:43])=[CH:39][C:38]=4[F:44])[F:36])[CH2:31][CH2:30]3)[N:25]=2)[CH2:20]1)[C:13]1[CH:18]=[CH:17][CH:16]=[CH:15][CH:14]=1.[C:6]([OH:7])([C:8]([F:11])([F:10])[F:9])=[O:5], predict the reactants needed to synthesize it. The reactants are: [CH:1]1([NH2:4])[CH2:3][CH2:2]1.[OH:5][C:6]([C:8]([F:11])([F:10])[F:9])=[O:7].[CH2:12]([N:19]1[CH2:28][CH2:27][C:26]2[C:21](=[N:22][C:23](Cl)=[C:24]([N:29]3[CH2:34][CH2:33][CH:32]([CH:35]([C:37]4[CH:42]=[CH:41][C:40]([F:43])=[CH:39][C:38]=4[F:44])[F:36])[CH2:31][CH2:30]3)[N:25]=2)[CH2:20]1)[C:13]1[CH:18]=[CH:17][CH:16]=[CH:15][CH:14]=1.CC(C)([O-])C.[Na+]. (4) Given the product [F:32][C:19]1[C:20]([C:22]2[C:30]3[O:29][CH:28]=[CH:27][C:26]=3[C:25]([F:31])=[CH:24][CH:23]=2)=[CH:21][C:16]([NH:15][C:11]2[CH:10]=[C:9]([CH2:8][S:6]([CH3:7])(=[NH:5])=[O:35])[CH:14]=[CH:13][N:12]=2)=[N:17][CH:18]=1.[F:34][C:2]([F:1])([F:33])[C:3]([N:5]=[S:6]([CH2:8][C:9]1[CH:14]=[CH:13][N:12]=[C:11]([NH:15][C:16]2[CH:21]=[C:20]([C:22]3[C:30]4[O:29][CH:28]=[CH:27][C:26]=4[C:25]([F:31])=[CH:24][CH:23]=3)[C:19]([F:32])=[CH:18][N:17]=2)[CH:10]=1)([CH3:7])=[O:42])=[O:4], predict the reactants needed to synthesize it. The reactants are: [F:1][C:2]([F:34])([F:33])[C:3]([N:5]=[S:6]([CH2:8][C:9]1[CH:14]=[CH:13][N:12]=[C:11]([NH:15][C:16]2[CH:21]=[C:20]([C:22]3[C:30]4[O:29][CH:28]=[CH:27][C:26]=4[C:25]([F:31])=[CH:24][CH:23]=3)[C:19]([F:32])=[CH:18][N:17]=2)[CH:10]=1)[CH3:7])=[O:4].[OH:35]OS([O-])=O.[K+].S([O-])(O[O-])(=O)=[O:42].[K+].[K+].[OH-].[K+]. (5) Given the product [Cl:1][C:2]1[C:3]2[C:10]([C:11]([NH2:15])=[O:13])=[CH:9][NH:8][C:4]=2[N:5]=[CH:6][N:7]=1, predict the reactants needed to synthesize it. The reactants are: [Cl:1][C:2]1[C:3]2[C:10]([C:11]([OH:13])=O)=[CH:9][NH:8][C:4]=2[N:5]=[CH:6][N:7]=1.C[N:15](C=O)C.C(Cl)(=O)C(Cl)=O.